Dataset: Forward reaction prediction with 1.9M reactions from USPTO patents (1976-2016). Task: Predict the product of the given reaction. (1) Given the reactants [NH2:1][C:2]1[S:3][C:4]([C:12]2[CH:17]=[CH:16][C:15]([F:18])=[CH:14][CH:13]=2)=[CH:5][C:6]=1[C:7](OCC)=[O:8].Cl.Cl[C:21]([NH2:23])=[NH:22].CS(C)(=O)=O.[OH-].[NH4+], predict the reaction product. The product is: [NH2:22][C:21]1[NH:23][C:7](=[O:8])[C:6]2[CH:5]=[C:4]([C:12]3[CH:17]=[CH:16][C:15]([F:18])=[CH:14][CH:13]=3)[S:3][C:2]=2[N:1]=1. (2) Given the reactants [CH3:1][O:2][C:3]1[CH:30]=[CH:29][C:6]([CH2:7][O:8][CH2:9][C:10]([C:13]2[NH:17][N:16]=[C:15]([N:18]3[C:26](=[O:27])[C:25]4[C:20](=[CH:21][CH:22]=[CH:23][CH:24]=4)[C:19]3=[O:28])[CH:14]=2)([CH3:12])[CH3:11])=[CH:5][CH:4]=1.[H-].[Na+].I[CH3:34].[Cl-].[NH4+], predict the reaction product. The product is: [CH3:1][O:2][C:3]1[CH:4]=[CH:5][C:6]([CH2:7][O:8][CH2:9][C:10]([C:13]2[N:17]([CH3:34])[N:16]=[C:15]([N:18]3[C:26](=[O:27])[C:25]4[C:20](=[CH:21][CH:22]=[CH:23][CH:24]=4)[C:19]3=[O:28])[CH:14]=2)([CH3:12])[CH3:11])=[CH:29][CH:30]=1.